This data is from Full USPTO retrosynthesis dataset with 1.9M reactions from patents (1976-2016). The task is: Predict the reactants needed to synthesize the given product. (1) Given the product [CH3:1][O:2][C:3]1[CH:11]=[CH:10][C:6]([C:7]([NH:23][CH:19]([C:13]2[CH:18]=[CH:17][CH:16]=[CH:15][CH:14]=2)[CH2:20][CH2:21][CH3:22])=[O:9])=[CH:5][C:4]=1[CH3:12], predict the reactants needed to synthesize it. The reactants are: [CH3:1][O:2][C:3]1[CH:11]=[CH:10][C:6]([C:7]([OH:9])=O)=[CH:5][C:4]=1[CH3:12].[C:13]1([CH:19]([NH2:23])[CH2:20][CH2:21][CH3:22])[CH:18]=[CH:17][CH:16]=[CH:15][CH:14]=1. (2) Given the product [CH3:3][C:4]1[CH:9]=[C:8]([CH2:10][CH2:11][CH3:12])[CH:7]=[C:6]([CH3:13])[C:5]=1[NH:14][C:15]([NH:17][C:18]1[CH:19]=[C:20]([C:37]2[CH:42]=[CH:41][C:40]([O:43][CH3:44])=[CH:39][CH:38]=2)[CH:21]=[CH:22][C:23]=1[C:24]([NH:26][C@H:27]([C:28]([OH:30])=[O:29])[CH2:31][C:32]([OH:34])=[O:33])=[O:25])=[O:16], predict the reactants needed to synthesize it. The reactants are: [Li+].[OH-].[CH3:3][C:4]1[CH:9]=[C:8]([CH2:10][CH2:11][CH3:12])[CH:7]=[C:6]([CH3:13])[C:5]=1[NH:14][C:15]([NH:17][C:18]1[CH:19]=[C:20]([C:37]2[CH:42]=[CH:41][C:40]([O:43][CH3:44])=[CH:39][CH:38]=2)[CH:21]=[CH:22][C:23]=1[C:24]([NH:26][C@@H:27]([CH2:31][C:32]([O:34]CC)=[O:33])[C:28]([OH:30])=[O:29])=[O:25])=[O:16].Cl.C(OCC)(=O)C.